Dataset: Full USPTO retrosynthesis dataset with 1.9M reactions from patents (1976-2016). Task: Predict the reactants needed to synthesize the given product. (1) Given the product [CH:9]([OH:11])=[O:10].[CH3:47][N:48]([CH3:73])[CH2:49][CH2:50][N:51]1[CH2:56][CH2:55][CH:54]([N:57]([CH2:58][C:59]2[CH:64]=[CH:63][C:62]([N:65]([CH3:72])[C:66]3[CH:67]=[CH:68][N:69]=[CH:70][CH:71]=3)=[CH:61][CH:60]=2)[C:9](=[O:11])/[CH:8]=[CH:7]/[C:6]2[CH:5]=[CH:4][C:3]([C:2]([F:1])([F:15])[F:14])=[CH:13][CH:12]=2)[CH2:53][CH2:52]1, predict the reactants needed to synthesize it. The reactants are: [F:1][C:2]([F:15])([F:14])[C:3]1[CH:13]=[CH:12][C:6]([CH:7]=[CH:8][C:9]([OH:11])=[O:10])=[CH:5][CH:4]=1.C(N(C(C)C)C(C)C)C.CN(C(ON1N=NC2C=CC=CC1=2)=[N+](C)C)C.[B-](F)(F)(F)F.[CH3:47][N:48]([CH3:73])[CH2:49][CH2:50][N:51]1[CH2:56][CH2:55][CH:54]([NH:57][CH2:58][C:59]2[CH:64]=[CH:63][C:62]([N:65]([CH3:72])[C:66]3[CH:71]=[CH:70][N:69]=[CH:68][CH:67]=3)=[CH:61][CH:60]=2)[CH2:53][CH2:52]1. (2) The reactants are: [N:1]([C@@H:4]([C@@H:39]([C:48]1[CH:53]=[CH:52][C:51]([Cl:54])=[CH:50][CH:49]=1)[C:40]1[CH:41]=[N:42][C:43]([O:46][CH3:47])=[CH:44][CH:45]=1)[C:5]([NH:7][C:8]1[CH:37]=[CH:36][CH:35]=[C:34]([F:38])[C:9]=1[CH2:10][CH2:11][C@@H:12]1[N:17]([S:18]([C:21]2[CH:26]=[CH:25][CH:24]=[CH:23][CH:22]=2)(=[O:20])=[O:19])[CH2:16][CH2:15][N:14]([C:27]([O:29][C:30]([CH3:33])([CH3:32])[CH3:31])=[O:28])[CH2:13]1)=[O:6])=[N+]=[N-].CP(C)C. Given the product [NH2:1][C@@H:4]([C@@H:39]([C:48]1[CH:53]=[CH:52][C:51]([Cl:54])=[CH:50][CH:49]=1)[C:40]1[CH:41]=[N:42][C:43]([O:46][CH3:47])=[CH:44][CH:45]=1)[C:5]([NH:7][C:8]1[CH:37]=[CH:36][CH:35]=[C:34]([F:38])[C:9]=1[CH2:10][CH2:11][C@@H:12]1[N:17]([S:18]([C:21]2[CH:26]=[CH:25][CH:24]=[CH:23][CH:22]=2)(=[O:20])=[O:19])[CH2:16][CH2:15][N:14]([C:27]([O:29][C:30]([CH3:31])([CH3:33])[CH3:32])=[O:28])[CH2:13]1)=[O:6], predict the reactants needed to synthesize it. (3) The reactants are: [C:1]([C:3]1[CH:8]=[C:7]([CH3:9])[CH:6]=[CH:5][C:4]=1[C:10]1[CH:15]=[C:14]([OH:16])[CH:13]=[C:12]([C:17]([O:19][CH3:20])=[O:18])[CH:11]=1)#[N:2].C(=O)([O-])[O-].[K+].[K+].CS(C)=O.[CH:31]12[O:36][CH:35]1[CH2:34][N:33]([C:37]([O:39][C:40]([CH3:43])([CH3:42])[CH3:41])=[O:38])[CH2:32]2. Given the product [C:1]([C:3]1[CH:8]=[C:7]([CH3:9])[CH:6]=[CH:5][C:4]=1[C:10]1[CH:11]=[C:12]([C:17]([O:19][CH3:20])=[O:18])[CH:13]=[C:14]([O:16][CH:35]2[CH:31]([OH:36])[CH2:32][N:33]([C:37]([O:39][C:40]([CH3:43])([CH3:42])[CH3:41])=[O:38])[CH2:34]2)[CH:15]=1)#[N:2], predict the reactants needed to synthesize it. (4) Given the product [CH2:17]([O:19][C:20]1[N:24]([CH2:25][C:26]2[CH:31]=[CH:30][C:29]([C:32]3[CH:37]=[CH:36][CH:35]=[CH:34][C:33]=3[C:38]3[N:42]([C:43]([C:56]4[CH:57]=[CH:58][CH:59]=[CH:60][CH:61]=4)([C:50]4[CH:55]=[CH:54][CH:53]=[CH:52][CH:51]=4)[C:44]4[CH:49]=[CH:48][CH:47]=[CH:46][CH:45]=4)[N:41]=[N:40][N:39]=3)=[CH:28][CH:27]=2)[C:23]2[C:62]([C:66]([O:68][C:69]([O:71][C:72]([O:10][CH2:9][CH2:8][CH:7]([CH3:11])[C@@H:6]([O:12][N+:13]([O-:15])=[O:14])[C@H:4]([O:3][N+:1]([O-:16])=[O:2])[CH3:5])=[O:73])([CH3:84])[CH3:70])=[O:67])=[CH:63][CH:64]=[CH:65][C:22]=2[N:21]=1)[CH3:18], predict the reactants needed to synthesize it. The reactants are: [N+:1]([O-:16])([O:3][C@@H:4]([C@H:6]([O:12][N+:13]([O-:15])=[O:14])[CH:7]([CH3:11])[CH2:8][CH2:9][OH:10])[CH3:5])=[O:2].[CH2:17]([O:19][C:20]1[N:24]([CH2:25][C:26]2[CH:31]=[CH:30][C:29]([C:32]3[CH:37]=[CH:36][CH:35]=[CH:34][C:33]=3[C:38]3[N:42]([C:43]([C:56]4[CH:61]=[CH:60][CH:59]=[CH:58][CH:57]=4)([C:50]4[CH:55]=[CH:54][CH:53]=[CH:52][CH:51]=4)[C:44]4[CH:49]=[CH:48][CH:47]=[CH:46][CH:45]=4)[N:41]=[N:40][N:39]=3)=[CH:28][CH:27]=2)[C:23]2[C:62]([C:66]([O:68][C:69]([CH3:84])([O:71][C:72](OC3C=CC([N+]([O-])=O)=CC=3)=[O:73])[CH3:70])=[O:67])=[CH:63][CH:64]=[CH:65][C:22]=2[N:21]=1)[CH3:18]. (5) The reactants are: [CH:1]1[C:18]2[C:17]3[C:12](=[CH:13][CH:14]=[CH:15][CH:16]=3)[C:11]3[C:6](=[CH:7][CH:8]=[CH:9][CH:10]=3)[C:5]=2[CH:4]=[CH:3][C:2]=1B(O)O.[Cl:22][C:23]1[N:28]=[C:27](Cl)[N:26]=[C:25]([C:30]2[CH:35]=[CH:34][CH:33]=[CH:32][CH:31]=2)[N:24]=1.C([O-])([O-])=O.[K+].[K+]. Given the product [Cl:22][C:23]1[N:24]=[C:25]([C:30]2[CH:35]=[CH:34][CH:33]=[CH:32][CH:31]=2)[N:26]=[C:27]([C:2]2[CH:3]=[CH:4][C:5]3[C:6]4[C:11](=[CH:10][CH:9]=[CH:8][CH:7]=4)[C:12]4[C:17](=[CH:16][CH:15]=[CH:14][CH:13]=4)[C:18]=3[CH:1]=2)[N:28]=1, predict the reactants needed to synthesize it. (6) Given the product [CH3:28][C:18]1[CH:23]=[CH:22][C:21]([S:24]([NH:14][C:11]2[CH:10]=[CH:9][C:8]([O:7][C:6]3[CH:15]=[CH:16][CH:17]=[C:4]([N+:1]([O-:3])=[O:2])[CH:5]=3)=[CH:13][N:12]=2)(=[O:26])=[O:25])=[CH:20][CH:19]=1, predict the reactants needed to synthesize it. The reactants are: [N+:1]([C:4]1[CH:5]=[C:6]([CH:15]=[CH:16][CH:17]=1)[O:7][C:8]1[CH:9]=[CH:10][C:11]([NH2:14])=[N:12][CH:13]=1)([O-:3])=[O:2].[C:18]1([CH3:28])[CH:23]=[CH:22][C:21]([S:24](Cl)(=[O:26])=[O:25])=[CH:20][CH:19]=1.N1C=CC=CC=1. (7) Given the product [CH:1]([O:4][C:5]1[N:10]=[C:9]([C:11]2[C:19]3[C:14](=[CH:15][CH:16]=[C:17]([C:20]4[O:21][C:22]([CH3:25])=[N:23][N:24]=4)[CH:18]=3)[NH:13][CH:12]=2)[CH:8]=[CH:7][CH:6]=1)([CH3:3])[CH3:2], predict the reactants needed to synthesize it. The reactants are: [CH:1]([O:4][C:5]1[N:10]=[C:9]([C:11]2[C:19]3[C:14](=[CH:15][CH:16]=[C:17]([C:20]4[O:21][C:22]([CH3:25])=[N:23][N:24]=4)[CH:18]=3)[N:13](S(C3C=CC(C)=CC=3)(=O)=O)[CH:12]=2)[CH:8]=[CH:7][CH:6]=1)([CH3:3])[CH3:2].C(=O)([O-])[O-].[Cs+].[Cs+].O. (8) Given the product [Cl:11][C:12]1[CH:19]=[CH:18][C:15]([CH2:16][N:1]2[CH:5]=[CH:4][N:3]=[C:2]2[C:6]([O:8][CH2:9][CH3:10])=[O:7])=[CH:14][CH:13]=1, predict the reactants needed to synthesize it. The reactants are: [NH:1]1[CH:5]=[CH:4][N:3]=[C:2]1[C:6]([O:8][CH2:9][CH3:10])=[O:7].[Cl:11][C:12]1[CH:19]=[CH:18][C:15]([CH2:16]Cl)=[CH:14][CH:13]=1.C(=O)([O-])[O-].[Na+].[Na+].O.